Dataset: Catalyst prediction with 721,799 reactions and 888 catalyst types from USPTO. Task: Predict which catalyst facilitates the given reaction. (1) Reactant: C[O:2][C:3](=[O:14])[CH2:4][C:5]1[CH:10]=[CH:9][C:8]([CH:11]2[CH2:13][CH2:12]2)=[CH:7][CH:6]=1.CO.[OH-].[Na+]. Product: [CH:11]1([C:8]2[CH:9]=[CH:10][C:5]([CH2:4][C:3]([OH:14])=[O:2])=[CH:6][CH:7]=2)[CH2:12][CH2:13]1. The catalyst class is: 1. (2) Reactant: C([O:5][C:6]([C:8]1[CH:13]=[C:12](OC2C=CC(NC)=C(N)C=2)[CH:11]=[CH:10][N:9]=1)=[O:7])(C)(C)C.NC(N)=S.IC.C(OC(C1C=C([O:43][C:44]2[CH:65]=[CH:64][C:47]3[N:48]([CH3:63])[C:49]([NH:51][C:52]4[CH:57]=[CH:56][C:55]([Cl:58])=[C:54]([C:59]([F:62])([F:61])[F:60])[CH:53]=4)=[N:50][C:46]=3[CH:45]=2)C=CN=1)=O)(C)(C)C.FC(F)(F)C(O)=O. Product: [Cl:58][C:55]1[CH:56]=[CH:57][C:52]([NH:51][C:49]2[N:48]([CH3:63])[C:47]3[CH:64]=[CH:65][C:44]([O:43][C:8]4([C:6]([OH:7])=[O:5])[CH:13]=[CH:12][CH:11]=[CH:10][NH:9]4)=[CH:45][C:46]=3[N:50]=2)=[CH:53][C:54]=1[C:59]([F:62])([F:61])[F:60]. The catalyst class is: 100.